This data is from Experimentally validated miRNA-target interactions with 360,000+ pairs, plus equal number of negative samples. The task is: Binary Classification. Given a miRNA mature sequence and a target amino acid sequence, predict their likelihood of interaction. (1) The miRNA is hsa-miR-7851-3p with sequence UACCUGGGAGACUGAGGUUGGA. The protein sequence of the target gene is MEEERKTAELQKNRIQDSVVFEDVAVDFTQEEWALLDLAQRNLYRDVMLENFQNLASLGYPLHTPHLISQWEQEEDLQTVKRELIQGIFMGEHREGFETQLKTNESVASQDICGEKISNEQKIVRFKRNDSWFSSLHENQESCGIDYQNKSHERHLRNHMVENIYECYEENQDGQTFSQVPNLDSLKRNTEVKSCECHECGKAFVDHSSLKSHIRSHTGSKPYQCKECGKAFHFLACFKKHMKTPTEEKPYECKECTKAFSCSSFFRAHMKIHIGKTNYECKECGKGFSCSSSLTEHKRI.... Result: 1 (interaction). (2) The miRNA is hsa-miR-6512-5p with sequence UACCAUUAGAAGAGCUGGAAGA. The protein sequence of the target gene is MSASSLLEQRPKGQGNKVQNGSVHQKDGLNDDDFEPYLSPQARPNNAYTAMSDSYLPSYYSPSIGFSYSLGEAAWSTGGDTAMPYLTSYGQLSNGEPHFLPDAMFGQPGALGSTPFLGQHGFNFFPSGIDFSAWGNNSSQGQSTQSSGYSSNYAYAPSSLGGAMIDGQSAFANETLNKAPGMNTIDQGMAALKLGSTEVASNVPKVVGSAVGSGSITSNIVASNSLPPATIAPPKPASWADIASKPAKQQPKLKTKNGIAGSSLPPPPIKHNMDIGTWDNKGPVAKAPSQALVQNIGQPT.... Result: 0 (no interaction).